This data is from Full USPTO retrosynthesis dataset with 1.9M reactions from patents (1976-2016). The task is: Predict the reactants needed to synthesize the given product. (1) The reactants are: [N:1]([CH:4]([CH3:30])[CH2:5][CH2:6][C:7]1[CH:12]=[CH:11][C:10]([C:13]2[CH:18]=[CH:17][N:16]=[C:15]([NH:19][CH:20]3[CH2:25][C:24]([CH3:27])([CH3:26])[NH:23][C:22]([CH3:29])([CH3:28])[CH2:21]3)[N:14]=2)=[CH:9][CH:8]=1)=[N+]=[N-]. Given the product [NH2:1][CH:4]([CH3:30])[CH2:5][CH2:6][C:7]1[CH:12]=[CH:11][C:10]([C:13]2[CH:18]=[CH:17][N:16]=[C:15]([NH:19][CH:20]3[CH2:25][C:24]([CH3:27])([CH3:26])[NH:23][C:22]([CH3:29])([CH3:28])[CH2:21]3)[N:14]=2)=[CH:9][CH:8]=1, predict the reactants needed to synthesize it. (2) The reactants are: [C:1]([C:3]1[CH:8]=[CH:7][CH:6]=[C:5]([CH3:9])[N:4]=1)#[CH:2].Br[C:11]1[CH:12]=[CH:13][C:14]([Cl:23])=[C:15]([CH:22]=1)[CH2:16][NH:17][C:18](=[O:21])[O:19][CH3:20]. Given the product [Cl:23][C:14]1[CH:13]=[CH:12][C:11]([C:2]#[C:1][C:3]2[CH:8]=[CH:7][CH:6]=[C:5]([CH3:9])[N:4]=2)=[CH:22][C:15]=1[CH2:16][NH:17][C:18](=[O:21])[O:19][CH3:20], predict the reactants needed to synthesize it. (3) Given the product [CH2:2]([C:24]1[CH:25]=[CH:26][C:27]2[C:36](=[C:35]3[C:30](=[CH:29][CH:28]=2)[CH:31]=[CH:32][C:33]([CH2:37][CH2:38][CH2:39][CH3:40])=[N:34]3)[N:23]=1)[CH2:1][CH2:3][CH3:4], predict the reactants needed to synthesize it. The reactants are: [CH:1](C1C=CC2C(=C3C(=CC=2)C=C[C:2]([CH:1]([CH2:3][CH3:4])C)=N3)N=1)([CH2:3][CH3:4])[CH3:2].[N:23]1[C:36]2[C:27](=[CH:28][CH:29]=[C:30]3[C:35]=2[N:34]=[CH:33][CH:32]=[CH:31]3)[CH:26]=[CH:25][CH:24]=1.[CH2:37]([Li])[CH2:38][CH2:39][CH3:40]. (4) Given the product [CH3:20][N:15]1[C:14](=[O:16])[O:13][N:12]=[C:11]1[C:7]1[CH:6]=[C:5]([C:4]([F:3])([F:17])[F:18])[CH:10]=[CH:9][N:8]=1, predict the reactants needed to synthesize it. The reactants are: [H-].[Na+].[F:3][C:4]([F:18])([F:17])[C:5]1[CH:10]=[CH:9][N:8]=[C:7]([C:11]2[NH:12][O:13][C:14](=[O:16])[N:15]=2)[CH:6]=1.I[CH3:20].[Cl-].[NH4+].